This data is from Full USPTO retrosynthesis dataset with 1.9M reactions from patents (1976-2016). The task is: Predict the reactants needed to synthesize the given product. (1) Given the product [CH:2]1([C:7]([O:9][CH2:22][C:23]2[CH:28]=[CH:27][CH:26]=[CH:25][CH:24]=2)=[O:8])[CH2:3][CH2:4][CH2:5][CH2:6][CH:1]1[C:10]([O:21][CH2:12][CH2:13][CH2:14][CH2:15][CH2:16][CH2:17][CH:18]([CH3:20])[CH3:19])=[O:11], predict the reactants needed to synthesize it. The reactants are: [CH:1]12[C:10](=[O:11])[O:9][C:7](=[O:8])[CH:2]1[CH2:3][CH2:4][CH2:5][CH2:6]2.[CH2:12]([OH:21])[CH2:13][CH2:14][CH2:15][CH2:16][CH2:17][CH:18]([CH3:20])[CH3:19].[CH2:22](Cl)[C:23]1[CH:28]=[CH:27][CH:26]=[CH:25][CH:24]=1. (2) Given the product [C:1]([C:5]1[CH:10]=[CH:9][C:8]([NH2:11])=[CH:7][C:6]=1[S:14]([NH2:17])(=[O:15])=[O:16])([CH3:4])([CH3:2])[CH3:3], predict the reactants needed to synthesize it. The reactants are: [C:1]([C:5]1[CH:10]=[CH:9][C:8]([N+:11]([O-])=O)=[CH:7][C:6]=1[S:14]([NH2:17])(=[O:16])=[O:15])([CH3:4])([CH3:3])[CH3:2].O.O.Cl[Sn]Cl.C([O-])(O)=O.[Na+]. (3) Given the product [C:10]1([C:23]2[CH:32]=[CH:31][C:30]3[C:25](=[CH:26][CH:27]=[C:28]([B:56]([OH:58])[OH:57])[CH:29]=3)[CH:24]=2)[C:9]2[C:4](=[CH:5][CH:6]=[CH:7][CH:8]=2)[CH:3]=[CH:2][CH:11]=1, predict the reactants needed to synthesize it. The reactants are: Br[C:2]1[CH:11]=[CH:10][C:9]2[C:4](=[CH:5][CH:6]=[C:7]([C:10]3[C:9]4[C:4](=[CH:5][CH:6]=[CH:7][CH:8]=4)[CH:3]=[CH:2][CH:11]=3)[CH:8]=2)[CH:3]=1.Br[C:23]1[CH:32]=[CH:31][C:30]2[C:25](=[CH:26][CH:27]=[C:28](Br)[CH:29]=2)[CH:24]=1.BrC1C=CC2C(=CC=C(I)C=2)C=1.C1([B:56]([OH:58])[OH:57])C2C(=CC=CC=2)C=CC=1.Cl. (4) Given the product [I:12][C:13]1[CH:18]=[CH:17][N:16]=[C:15]([O:19][CH3:20])[C:14]=1[C:21]1[NH:11][C:5]2[C:4]([N+:1]([O-:3])=[O:2])=[CH:9][CH:8]=[CH:7][C:6]=2[N:10]=1, predict the reactants needed to synthesize it. The reactants are: [N+:1]([C:4]1[CH:9]=[CH:8][CH:7]=[C:6]([NH2:10])[C:5]=1[NH2:11])([O-:3])=[O:2].[I:12][C:13]1[CH:18]=[CH:17][N:16]=[C:15]([O:19][CH3:20])[C:14]=1[CH:21]=O.[S]. (5) The reactants are: [NH:1]1[CH2:6][CH2:5][CH2:4][C@@H:3]([CH2:7][O:8][C:9]2[C:17]3[C:16]4[CH:18]=[C:19]([C:22]#[N:23])[N:20]=[CH:21][C:15]=4[N:14]([CH2:24][O:25][CH2:26][CH2:27][Si:28]([CH3:31])([CH3:30])[CH3:29])[C:13]=3[N:12]=[CH:11][CH:10]=2)[CH2:2]1.C=O.[C:34](O[BH-](OC(=O)C)OC(=O)C)(=O)C.[Na+].C(=O)([O-])[O-].[Na+].[Na+]. Given the product [CH3:34][N:1]1[CH2:6][CH2:5][CH2:4][C@@H:3]([CH2:7][O:8][C:9]2[C:17]3[C:16]4[CH:18]=[C:19]([C:22]#[N:23])[N:20]=[CH:21][C:15]=4[N:14]([CH2:24][O:25][CH2:26][CH2:27][Si:28]([CH3:31])([CH3:30])[CH3:29])[C:13]=3[N:12]=[CH:11][CH:10]=2)[CH2:2]1, predict the reactants needed to synthesize it. (6) Given the product [C:1]([C:4]1[NH:8][C:7]([C:9]([OH:11])=[O:10])=[C:6]([Cl:13])[CH:5]=1)(=[O:3])[CH3:2], predict the reactants needed to synthesize it. The reactants are: [C:1]([C:4]1[NH:8][C:7]([C:9]([O:11]C)=[O:10])=[C:6]([Cl:13])[CH:5]=1)(=[O:3])[CH3:2].CO.[Li+].[OH-]. (7) The reactants are: [NH2:1][C:2]1[CH:3]2[C:10]([C:11]3[CH:16]=[CH:15][C:14]([CH3:17])=[CH:13][CH:12]=3)=[N:9][N:8]([CH2:18][CH2:19][CH2:20][CH2:21][O:22]C(=O)C)[CH:4]2[N:5]=[CH:6][N:7]=1.O[Li].O. Given the product [NH2:1][C:2]1[CH:3]2[C:10]([C:11]3[CH:12]=[CH:13][C:14]([CH3:17])=[CH:15][CH:16]=3)=[N:9][N:8]([CH2:18][CH2:19][CH2:20][CH2:21][OH:22])[CH:4]2[N:5]=[CH:6][N:7]=1, predict the reactants needed to synthesize it.